From a dataset of Retrosynthesis with 50K atom-mapped reactions and 10 reaction types from USPTO. Predict the reactants needed to synthesize the given product. (1) Given the product C[Si](C)(C)C#CC1(O)CCN(C(=O)OCc2ccccc2)CC1, predict the reactants needed to synthesize it. The reactants are: C#C[Si](C)(C)C.O=C1CCN(C(=O)OCc2ccccc2)CC1. (2) Given the product COc1ccc(-c2nc3cnccc3[nH]2)c(OCCCCl)c1, predict the reactants needed to synthesize it. The reactants are: COc1ccc(C(=O)O)c(OCCCCl)c1.Nc1ccncc1N. (3) Given the product CC1(C)C(C=C(Cl)Cl)C1C(=O)O, predict the reactants needed to synthesize it. The reactants are: CCOC(=O)[C@H]1[C@@H](C=C(Cl)Cl)C1(C)C. (4) Given the product CNC(=O)c1cc(Oc2ccc(N)nc2)ccn1, predict the reactants needed to synthesize it. The reactants are: CNC(=O)c1cc(Cl)ccn1.Nc1ccc(O)cn1. (5) Given the product CC(C)(C(=O)O)c1ccc(C(O)CCCN2CCC(C(O)(c3ccccc3)c3ccccc3)CC2)cc1, predict the reactants needed to synthesize it. The reactants are: CC(C)(C(=O)O)c1ccc(C(=O)CCCN2CCC(C(O)(c3ccccc3)c3ccccc3)CC2)cc1.